Dataset: Reaction yield outcomes from USPTO patents with 853,638 reactions. Task: Predict the reaction yield, written as a fraction of the theoretical maximum amount of product (1.0 means a 100% yield; for example, 0.34 means a 34% yield). (1) The reactants are [C:1]([O:4][C@H:5]1[CH2:22][CH2:21][C@@:20]2([CH3:23])[C:7](=[CH:8][CH2:9][C@@H:10]3[C@@H:19]2[CH2:18][CH2:17][C@@:15]2([CH3:16])[C@H:11]3[CH2:12][C:13](C=O)=[C:14]2[N:24]2[C:28]3[CH:29]=[CH:30][CH:31]=[CH:32][C:27]=3[N:26]=[CH:25]2)[CH2:6]1)(=[O:3])[CH3:2]. The catalyst is C(#N)C1C=CC=CC=1.[Pd]. The product is [C:1]([O:4][C@H:5]1[CH2:22][CH2:21][C@@:20]2([CH3:23])[C:7](=[CH:8][CH2:9][C@@H:10]3[C@@H:19]2[CH2:18][CH2:17][C@@:15]2([CH3:16])[C@H:11]3[CH2:12][CH:13]=[C:14]2[N:24]2[C:28]3[CH:29]=[CH:30][CH:31]=[CH:32][C:27]=3[N:26]=[CH:25]2)[CH2:6]1)(=[O:3])[CH3:2]. The yield is 0.738. (2) The reactants are Cl[Sn](Cl)(Cl)Cl.[CH3:6][C:7]1[CH:12]=[CH:11][C:10]([O:13][CH3:14])=[CH:9][CH:8]=1.Cl.[OH2:16]. The catalyst is C(Cl)Cl. The product is [CH3:14][O:13][C:10]1[CH:11]=[CH:12][C:7]([CH3:6])=[CH:8][C:9]=1[C:6]([C:7]1[CH:12]=[CH:11][CH:10]=[CH:9][CH:8]=1)=[O:16]. The yield is 0.780. (3) The reactants are F[C:2](F)(F)[C:3](O)=O.FC(F)(F)C(O)=O.FC(F)(F)C(O)=O.[CH2:22]([N:29]1[CH2:34][CH2:33][C:32]2([C:42]3[C:37](=[CH:38][CH:39]=[CH:40][C:41]=3[CH2:43][NH2:44])[N:36]([C:45]3[C:46]4[CH:53](CC)[CH2:52][CH2:51][C:47]=4[N:48]=[CH:49][N:50]=3)[CH2:35]2)[CH2:31][CH2:30]1)[C:23]1[CH:28]=[CH:27][CH:26]=[CH:25][CH:24]=1.[CH3:56][C:57]([CH3:59])=O.[BH-](OC(C)=O)(OC(C)=O)OC(C)=O.[Na+].C(N)(C)C. The catalyst is ClCCCl. The product is [CH2:22]([N:29]1[CH2:34][CH2:33][C:32]2([C:42]3[C:37](=[CH:38][CH:39]=[CH:40][C:41]=3[CH2:43][NH:44][CH:57]([CH3:59])[CH3:56])[N:36]([C:45]3[C:46]4[CH:53]([CH2:2][CH3:3])[CH2:52][CH2:51][C:47]=4[N:48]=[CH:49][N:50]=3)[CH2:35]2)[CH2:31][CH2:30]1)[C:23]1[CH:28]=[CH:27][CH:26]=[CH:25][CH:24]=1. The yield is 0.180. (4) The reactants are Cl.[C:2]1([C:13]2[CH:18]=[CH:17][CH:16]=[CH:15][CH:14]=2)[CH:7]=[CH:6][C:5]([O:8][CH:9]2[CH2:12][NH:11][CH2:10]2)=[CH:4][CH:3]=1.C(N(CC)CC)C.[C:26]1([N:32]=[C:33]=[O:34])[CH:31]=[CH:30][CH:29]=[CH:28][CH:27]=1. The catalyst is ClCCl. The product is [C:26]1([NH:32][C:33]([N:11]2[CH2:12][CH:9]([O:8][C:5]3[CH:6]=[CH:7][C:2]([C:13]4[CH:18]=[CH:17][CH:16]=[CH:15][CH:14]=4)=[CH:3][CH:4]=3)[CH2:10]2)=[O:34])[CH:31]=[CH:30][CH:29]=[CH:28][CH:27]=1. The yield is 1.00.